Dataset: NCI-60 drug combinations with 297,098 pairs across 59 cell lines. Task: Regression. Given two drug SMILES strings and cell line genomic features, predict the synergy score measuring deviation from expected non-interaction effect. (1) Drug 1: C1=NC2=C(N1)C(=S)N=C(N2)N. Drug 2: COCCOC1=C(C=C2C(=C1)C(=NC=N2)NC3=CC=CC(=C3)C#C)OCCOC.Cl. Cell line: NCI-H460. Synergy scores: CSS=39.6, Synergy_ZIP=2.70, Synergy_Bliss=1.90, Synergy_Loewe=-14.3, Synergy_HSA=1.71. (2) Drug 1: CN(C)C1=NC(=NC(=N1)N(C)C)N(C)C. Drug 2: CC1CCC2CC(C(=CC=CC=CC(CC(C(=O)C(C(C(=CC(C(=O)CC(OC(=O)C3CCCCN3C(=O)C(=O)C1(O2)O)C(C)CC4CCC(C(C4)OC)OCCO)C)C)O)OC)C)C)C)OC. Cell line: DU-145. Synergy scores: CSS=13.0, Synergy_ZIP=-1.63, Synergy_Bliss=0.201, Synergy_Loewe=-16.3, Synergy_HSA=-3.18. (3) Drug 1: CCN(CC)CCCC(C)NC1=C2C=C(C=CC2=NC3=C1C=CC(=C3)Cl)OC. Drug 2: C1C(C(OC1N2C=NC3=C2NC=NCC3O)CO)O. Cell line: SF-268. Synergy scores: CSS=14.2, Synergy_ZIP=-4.47, Synergy_Bliss=-2.01, Synergy_Loewe=-0.875, Synergy_HSA=-1.39. (4) Cell line: SK-OV-3. Synergy scores: CSS=-0.349, Synergy_ZIP=-0.169, Synergy_Bliss=-2.90, Synergy_Loewe=-1.97, Synergy_HSA=-3.24. Drug 2: C1=CN(C=N1)CC(O)(P(=O)(O)O)P(=O)(O)O. Drug 1: CN1C(=O)N2C=NC(=C2N=N1)C(=O)N. (5) Drug 1: C1CCC(CC1)NC(=O)N(CCCl)N=O. Drug 2: CCCS(=O)(=O)NC1=C(C(=C(C=C1)F)C(=O)C2=CNC3=C2C=C(C=N3)C4=CC=C(C=C4)Cl)F. Cell line: SNB-19. Synergy scores: CSS=27.2, Synergy_ZIP=3.80, Synergy_Bliss=4.17, Synergy_Loewe=2.40, Synergy_HSA=1.82. (6) Drug 1: CC1OCC2C(O1)C(C(C(O2)OC3C4COC(=O)C4C(C5=CC6=C(C=C35)OCO6)C7=CC(=C(C(=C7)OC)O)OC)O)O. Drug 2: CN(CC1=CN=C2C(=N1)C(=NC(=N2)N)N)C3=CC=C(C=C3)C(=O)NC(CCC(=O)O)C(=O)O. Cell line: SK-MEL-2. Synergy scores: CSS=22.8, Synergy_ZIP=-4.58, Synergy_Bliss=-2.30, Synergy_Loewe=-2.55, Synergy_HSA=-1.48. (7) Drug 1: CC1C(C(CC(O1)OC2CC(CC3=C2C(=C4C(=C3O)C(=O)C5=C(C4=O)C(=CC=C5)OC)O)(C(=O)C)O)N)O.Cl. Drug 2: C1=CN(C=N1)CC(O)(P(=O)(O)O)P(=O)(O)O. Cell line: HCT-15. Synergy scores: CSS=-2.07, Synergy_ZIP=-1.87, Synergy_Bliss=-5.05, Synergy_Loewe=-19.4, Synergy_HSA=-7.51. (8) Synergy scores: CSS=40.1, Synergy_ZIP=4.54, Synergy_Bliss=4.62, Synergy_Loewe=0.506, Synergy_HSA=6.64. Cell line: T-47D. Drug 2: C1CN(CCN1C(=O)CCBr)C(=O)CCBr. Drug 1: C1=C(C(=O)NC(=O)N1)N(CCCl)CCCl.